The task is: Predict the product of the given reaction.. This data is from Forward reaction prediction with 1.9M reactions from USPTO patents (1976-2016). (1) Given the reactants [C:1]([O-])([O-])=O.[K+].[K+].Br[C:8]([Br:11])([CH3:10])C.[K].[CH3:13][O:14][C:15]1[CH:20]=[C:19]([N+:21]([O-:23])=[O:22])[CH:18]=[CH:17][C:16]=1[OH:24], predict the reaction product. The product is: [Br:11][CH2:8][CH2:10][CH2:1][O:24][C:16]1[CH:17]=[CH:18][C:19]([N+:21]([O-:23])=[O:22])=[CH:20][C:15]=1[O:14][CH3:13]. (2) Given the reactants C([O:3][C:4]([C:6]1([NH:10][C:11]([C:13]2[C:14]3[CH2:15][C@@H:16]4[CH2:29][C@@H:17]4[C:18]=3[N:19]([C:21]3[CH:26]=[CH:25][C:24]([F:27])=[CH:23][C:22]=3[F:28])[N:20]=2)=[O:12])[CH2:9][CH2:8][CH2:7]1)=O)C.[NH3:30], predict the reaction product. The product is: [C:4]([C:6]1([NH:10][C:11]([C:13]2[C:14]3[CH2:15][C@@H:16]4[CH2:29][C@@H:17]4[C:18]=3[N:19]([C:21]3[CH:26]=[CH:25][C:24]([F:27])=[CH:23][C:22]=3[F:28])[N:20]=2)=[O:12])[CH2:7][CH2:8][CH2:9]1)(=[O:3])[NH2:30]. (3) Given the reactants [OH-].[K+].[O:3]=[C:4]([CH2:21][CH2:22][CH2:23][CH2:24][C:25]([C:32]([O:34]CC)=[O:33])([C:27]([O:29][CH2:30][CH3:31])=[O:28])[CH3:26])[CH2:5][CH2:6][CH2:7][CH2:8][C:9]([C:16]([O:18]CC)=[O:17])([C:11]([O:13][CH2:14][CH3:15])=[O:12])[CH3:10], predict the reaction product. The product is: [CH2:14]([O:13][C:11]([C:9]([CH3:10])([CH2:8][CH2:7][CH2:6][CH2:5][C:4](=[O:3])[CH2:21][CH2:22][CH2:23][CH2:24][C:25]([C:27]([O:29][CH2:30][CH3:31])=[O:28])([CH3:26])[C:32]([OH:34])=[O:33])[C:16]([OH:18])=[O:17])=[O:12])[CH3:15]. (4) Given the reactants Cl[C:2]1[CH:11]=[C:10]2[C:5]([C:6]([CH3:18])=[N:7][C:8]([C:12]3[CH:17]=[CH:16][CH:15]=[CH:14][CH:13]=3)=[N:9]2)=[CH:4][CH:3]=1.CC([O-])=O.[K+].[B:24]1([B:24]2[O:28][C:27]([CH3:30])([CH3:29])[C:26]([CH3:32])([CH3:31])[O:25]2)[O:28][C:27]([CH3:30])([CH3:29])[C:26]([CH3:32])([CH3:31])[O:25]1, predict the reaction product. The product is: [CH3:18][C:6]1[C:5]2[C:10](=[CH:11][C:2]([B:24]3[O:28][C:27]([CH3:30])([CH3:29])[C:26]([CH3:32])([CH3:31])[O:25]3)=[CH:3][CH:4]=2)[N:9]=[C:8]([C:12]2[CH:17]=[CH:16][CH:15]=[CH:14][CH:13]=2)[N:7]=1. (5) Given the reactants [C:1]1([CH:7]([C:20]2[CH:25]=[CH:24][CH:23]=[CH:22][CH:21]=2)[C:8]([O:10][CH:11]([C:17](=O)[CH3:18])[C:12]([O:14][CH2:15][CH3:16])=[O:13])=O)[CH:6]=[CH:5][CH:4]=[CH:3][CH:2]=1.[NH3:26], predict the reaction product. The product is: [CH:7]([C:8]1[O:10][C:11]([C:12]([O:14][CH2:15][CH3:16])=[O:13])=[C:17]([CH3:18])[N:26]=1)([C:20]1[CH:25]=[CH:24][CH:23]=[CH:22][CH:21]=1)[C:1]1[CH:6]=[CH:5][CH:4]=[CH:3][CH:2]=1. (6) Given the reactants [CH3:1][CH:2]1[CH2:11][CH2:10][C:9]2[C:4](=[N:5][C:6]([C:18]3[CH:23]=[CH:22][CH:21]=[CH:20][CH:19]=3)=[C:7]([C:12]3[CH:17]=[CH:16][CH:15]=[CH:14][CH:13]=3)[CH:8]=2)[N:3]1[CH2:24][CH2:25][CH2:26][CH2:27][CH2:28][CH2:29][C:30]([O:32]CC)=[O:31].[OH-].[Li+].Cl, predict the reaction product. The product is: [CH3:1][CH:2]1[CH2:11][CH2:10][C:9]2[C:4](=[N:5][C:6]([C:18]3[CH:19]=[CH:20][CH:21]=[CH:22][CH:23]=3)=[C:7]([C:12]3[CH:17]=[CH:16][CH:15]=[CH:14][CH:13]=3)[CH:8]=2)[N:3]1[CH2:24][CH2:25][CH2:26][CH2:27][CH2:28][CH2:29][C:30]([OH:32])=[O:31]. (7) Given the reactants [OH:1][CH2:2][C:3]1[CH:32]=[CH:31][C:6]2[N:7]([CH2:18][C@H:19]3[CH2:23][CH2:22][CH2:21][N:20]3C(OC(C)(C)C)=O)[C:8]([NH:10][C:11]([C:13]3[O:17][N:16]=[CH:15][CH:14]=3)=[O:12])=[N:9][C:5]=2[CH:4]=1.Cl, predict the reaction product. The product is: [OH:1][CH2:2][C:3]1[CH:32]=[CH:31][C:6]2[N:7]([CH2:18][C@H:19]3[CH2:23][CH2:22][CH2:21][NH:20]3)[C:8]([NH:10][C:11]([C:13]3[O:17][N:16]=[CH:15][CH:14]=3)=[O:12])=[N:9][C:5]=2[CH:4]=1. (8) Given the reactants [CH3:1][CH2:2][O:3][C:4]([CH2:6][CH2:7][CH2:8][P:9]([O:14][CH2:15][CH3:16])([O:11][CH2:12][CH3:13])=[O:10])=[O:5].C[Si]([N-][Si](C)(C)C)(C)C.[K+].I[CH2:28][CH2:29][CH2:30][CH2:31][CH2:32][CH2:33][CH2:34][CH2:35][CH2:36][CH2:37][CH2:38][CH3:39], predict the reaction product. The product is: [C:4]([CH:6]([CH2:39][CH2:38][CH2:37][CH2:36][CH2:35][CH2:34][CH2:33][CH2:32][CH2:31][CH2:30][CH2:29][CH3:28])[CH2:7][CH2:8][P:9](=[O:10])([O:14][CH2:15][CH3:16])[O:11][CH2:12][CH3:13])([O:3][CH2:2][CH3:1])=[O:5]. (9) Given the reactants [Cl:1][C:2]1[C:9]([O:10][CH3:11])=[C:8]([O:12][CH3:13])[CH:7]=[CH:6][C:3]=1[CH:4]=O.[N+:14]([CH3:17])([O-:16])=[O:15].C([O-])(=O)C.[NH4+], predict the reaction product. The product is: [Cl:1][C:2]1[C:9]([O:10][CH3:11])=[C:8]([O:12][CH3:13])[CH:7]=[CH:6][C:3]=1/[CH:4]=[CH:17]/[N+:14]([O-:16])=[O:15]. (10) Given the reactants C([O:5][C:6](=[O:34])[C@@H:7]([NH:9][C@H:10]([C:26](=[O:33])[NH:27][C:28]1[NH:32][N:31]=[N:30][N:29]=1)[CH2:11][C:12]1[CH:17]=[CH:16][C:15]([C:18]2[CH:23]=[C:22]([Cl:24])[CH:21]=[CH:20][C:19]=2[Cl:25])=[CH:14][CH:13]=1)[CH3:8])(C)(C)C.C(O)(C(F)(F)F)=O.C([SiH](CC)CC)C, predict the reaction product. The product is: [Cl:25][C:19]1[CH:20]=[CH:21][C:22]([Cl:24])=[CH:23][C:18]=1[C:15]1[CH:14]=[CH:13][C:12]([CH2:11][C@H:10]([NH:9][C@@H:7]([CH3:8])[C:6]([OH:34])=[O:5])[C:26](=[O:33])[NH:27][C:28]2[NH:32][N:31]=[N:30][N:29]=2)=[CH:17][CH:16]=1.